From a dataset of Forward reaction prediction with 1.9M reactions from USPTO patents (1976-2016). Predict the product of the given reaction. Given the reactants [NH:1]1[C:5]2[CH:6]=[C:7]([C:10]3[O:14][C:13]([SH:15])=[N:12][N:11]=3)[CH:8]=[CH:9][C:4]=2[N:3]=[CH:2]1.Cl.[N:17]1[CH:22]=[CH:21][CH:20]=[C:19]([CH2:23]Cl)[CH:18]=1, predict the reaction product. The product is: [N:17]1[CH:22]=[CH:21][CH:20]=[C:19]([CH2:23][S:15][C:13]2[O:14][C:10]([C:7]3[CH:8]=[CH:9][C:4]4[NH:3][CH:2]=[N:1][C:5]=4[CH:6]=3)=[N:11][N:12]=2)[CH:18]=1.